From a dataset of Forward reaction prediction with 1.9M reactions from USPTO patents (1976-2016). Predict the product of the given reaction. Given the reactants F[C:2]1[CH:9]=[CH:8][C:5]([CH:6]=[O:7])=[CH:4][C:3]=1[O:10][CH2:11][O:12][CH3:13].[NH:14]1[CH2:19][CH2:18][O:17][CH2:16][CH2:15]1.C(=O)([O-])[O-].[K+].[K+].C(=O)([O-])O.[Na+], predict the reaction product. The product is: [CH3:13][O:12][CH2:11][O:10][C:3]1[CH:4]=[C:5]([CH:8]=[CH:9][C:2]=1[N:14]1[CH2:19][CH2:18][O:17][CH2:16][CH2:15]1)[CH:6]=[O:7].